This data is from NCI-60 drug combinations with 297,098 pairs across 59 cell lines. The task is: Regression. Given two drug SMILES strings and cell line genomic features, predict the synergy score measuring deviation from expected non-interaction effect. (1) Drug 1: C1CN1P(=S)(N2CC2)N3CC3. Drug 2: C1=NC2=C(N=C(N=C2N1C3C(C(C(O3)CO)O)O)F)N. Cell line: 786-0. Synergy scores: CSS=11.4, Synergy_ZIP=-4.40, Synergy_Bliss=3.22, Synergy_Loewe=-3.07, Synergy_HSA=0.339. (2) Synergy scores: CSS=53.6, Synergy_ZIP=-4.62, Synergy_Bliss=-5.79, Synergy_Loewe=-4.51, Synergy_HSA=0.742. Drug 1: C1=C(C(=O)NC(=O)N1)F. Drug 2: CN(CC1=CN=C2C(=N1)C(=NC(=N2)N)N)C3=CC=C(C=C3)C(=O)NC(CCC(=O)O)C(=O)O. Cell line: ACHN. (3) Drug 1: C1=CC(=CC=C1CCCC(=O)O)N(CCCl)CCCl. Drug 2: C1CCC(C(C1)N)N.C(=O)(C(=O)[O-])[O-].[Pt+4]. Cell line: SN12C. Synergy scores: CSS=4.33, Synergy_ZIP=-10.7, Synergy_Bliss=-7.91, Synergy_Loewe=-7.21, Synergy_HSA=-6.74. (4) Drug 1: CNC(=O)C1=CC=CC=C1SC2=CC3=C(C=C2)C(=NN3)C=CC4=CC=CC=N4. Drug 2: C1=CN(C(=O)N=C1N)C2C(C(C(O2)CO)O)O.Cl. Cell line: MCF7. Synergy scores: CSS=21.4, Synergy_ZIP=-0.722, Synergy_Bliss=1.25, Synergy_Loewe=-14.1, Synergy_HSA=2.28. (5) Drug 1: CN1CCC(CC1)COC2=C(C=C3C(=C2)N=CN=C3NC4=C(C=C(C=C4)Br)F)OC. Drug 2: CCCCCOC(=O)NC1=NC(=O)N(C=C1F)C2C(C(C(O2)C)O)O. Cell line: OVCAR-8. Synergy scores: CSS=5.66, Synergy_ZIP=-0.670, Synergy_Bliss=1.38, Synergy_Loewe=-6.36, Synergy_HSA=0.762. (6) Drug 1: CN(C(=O)NC(C=O)C(C(C(CO)O)O)O)N=O. Drug 2: COCCOC1=C(C=C2C(=C1)C(=NC=N2)NC3=CC=CC(=C3)C#C)OCCOC.Cl. Cell line: CCRF-CEM. Synergy scores: CSS=2.36, Synergy_ZIP=-1.89, Synergy_Bliss=-2.65, Synergy_Loewe=-3.49, Synergy_HSA=-2.35. (7) Drug 1: C1=NC2=C(N=C(N=C2N1C3C(C(C(O3)CO)O)F)Cl)N. Drug 2: C1CN1C2=NC(=NC(=N2)N3CC3)N4CC4. Cell line: OVCAR3. Synergy scores: CSS=34.8, Synergy_ZIP=-2.36, Synergy_Bliss=4.10, Synergy_Loewe=2.80, Synergy_HSA=2.83. (8) Drug 1: CC1C(C(CC(O1)OC2CC(CC3=C2C(=C4C(=C3O)C(=O)C5=C(C4=O)C(=CC=C5)OC)O)(C(=O)C)O)N)O.Cl. Drug 2: C1CCC(C(C1)N)N.C(=O)(C(=O)[O-])[O-].[Pt+4]. Cell line: EKVX. Synergy scores: CSS=7.65, Synergy_ZIP=-2.86, Synergy_Bliss=0.274, Synergy_Loewe=1.73, Synergy_HSA=1.74. (9) Drug 1: C1CCC(CC1)NC(=O)N(CCCl)N=O. Drug 2: CC1CCCC2(C(O2)CC(NC(=O)CC(C(C(=O)C(C1O)C)(C)C)O)C(=CC3=CSC(=N3)C)C)C. Cell line: OVCAR3. Synergy scores: CSS=-0.771, Synergy_ZIP=-4.56, Synergy_Bliss=-5.07, Synergy_Loewe=-8.89, Synergy_HSA=-6.57. (10) Drug 1: CC1=C(C=C(C=C1)NC2=NC=CC(=N2)N(C)C3=CC4=NN(C(=C4C=C3)C)C)S(=O)(=O)N.Cl. Drug 2: C(CN)CNCCSP(=O)(O)O. Cell line: HOP-92. Synergy scores: CSS=6.14, Synergy_ZIP=0.251, Synergy_Bliss=4.08, Synergy_Loewe=0.595, Synergy_HSA=2.68.